This data is from Merck oncology drug combination screen with 23,052 pairs across 39 cell lines. The task is: Regression. Given two drug SMILES strings and cell line genomic features, predict the synergy score measuring deviation from expected non-interaction effect. (1) Drug 1: O=C(CCCCCCC(=O)Nc1ccccc1)NO. Drug 2: CCc1cnn2c(NCc3ccc[n+]([O-])c3)cc(N3CCCCC3CCO)nc12. Cell line: RKO. Synergy scores: synergy=0.209. (2) Drug 1: O=c1[nH]cc(F)c(=O)[nH]1. Drug 2: COC1CC2CCC(C)C(O)(O2)C(=O)C(=O)N2CCCCC2C(=O)OC(C(C)CC2CCC(OP(C)(C)=O)C(OC)C2)CC(=O)C(C)C=C(C)C(O)C(OC)C(=O)C(C)CC(C)C=CC=CC=C1C. Cell line: MDAMB436. Synergy scores: synergy=17.4. (3) Drug 1: COc1cccc2c1C(=O)c1c(O)c3c(c(O)c1C2=O)CC(O)(C(=O)CO)CC3OC1CC(N)C(O)C(C)O1. Cell line: T47D. Drug 2: C#Cc1cccc(Nc2ncnc3cc(OCCOC)c(OCCOC)cc23)c1. Synergy scores: synergy=23.9. (4) Drug 1: CN(C)C(=N)N=C(N)N. Drug 2: O=C(CCCCCCC(=O)Nc1ccccc1)NO. Cell line: SW620. Synergy scores: synergy=8.22. (5) Drug 1: O=c1[nH]cc(F)c(=O)[nH]1. Drug 2: Cn1c(=O)n(-c2ccc(C(C)(C)C#N)cc2)c2c3cc(-c4cnc5ccccc5c4)ccc3ncc21. Cell line: UACC62. Synergy scores: synergy=7.93. (6) Cell line: RKO. Drug 1: N#Cc1ccc(Cn2cncc2CN2CCN(c3cccc(Cl)c3)C(=O)C2)cc1. Drug 2: NC1(c2ccc(-c3nc4ccn5c(=O)[nH]nc5c4cc3-c3ccccc3)cc2)CCC1. Synergy scores: synergy=24.9. (7) Synergy scores: synergy=32.1. Cell line: SKMES1. Drug 2: COC1CC2CCC(C)C(O)(O2)C(=O)C(=O)N2CCCCC2C(=O)OC(C(C)CC2CCC(OP(C)(C)=O)C(OC)C2)CC(=O)C(C)C=C(C)C(O)C(OC)C(=O)C(C)CC(C)C=CC=CC=C1C. Drug 1: C#Cc1cccc(Nc2ncnc3cc(OCCOC)c(OCCOC)cc23)c1. (8) Drug 1: Nc1ccn(C2OC(CO)C(O)C2(F)F)c(=O)n1. Drug 2: CC1(c2nc3c(C(N)=O)cccc3[nH]2)CCCN1. Cell line: UACC62. Synergy scores: synergy=-0.164.